From a dataset of Forward reaction prediction with 1.9M reactions from USPTO patents (1976-2016). Predict the product of the given reaction. (1) Given the reactants [C:1]([O:5][C:6](=[O:29])[NH:7][C:8]1[CH:13]=[C:12]([S:14]C#N)[C:11]([C:17]([CH3:20])([CH3:19])[CH3:18])=[CH:10][C:9]=1[NH:21][C:22]([O:24][C:25]([CH3:28])([CH3:27])[CH3:26])=[O:23])([CH3:4])([CH3:3])[CH3:2].S.[Na].[BH4-].[Na+].CO, predict the reaction product. The product is: [C:1]([O:5][C:6](=[O:29])[NH:7][C:8]1[CH:13]=[C:12]([SH:14])[C:11]([C:17]([CH3:18])([CH3:19])[CH3:20])=[CH:10][C:9]=1[NH:21][C:22]([O:24][C:25]([CH3:28])([CH3:27])[CH3:26])=[O:23])([CH3:2])([CH3:3])[CH3:4]. (2) The product is: [OH:2][CH2:7][C:8]1[CH:9]=[C:10]([CH2:14][C:15]([OH:17])=[O:16])[CH:11]=[CH:12][CH:13]=1. Given the reactants C(=O)([O-])[O-:2].[Ca+2].Br[CH2:7][C:8]1[CH:9]=[C:10]([CH2:14][C:15]([O:17]CC)=[O:16])[CH:11]=[CH:12][CH:13]=1.[OH-].[Na+].Cl, predict the reaction product. (3) Given the reactants [NH2:1][C:2]1[C:10]2[C:5](=[N:6][CH:7]=[CH:8][C:9]=2OS(C(F)(F)F)(=O)=O)[S:4][C:3]=1[C:19](=[O:21])[NH2:20].[N+:22]([C:25]1[CH:31]=[CH:30][C:28]([NH2:29])=[CH:27][CH:26]=1)([O-:24])=[O:23], predict the reaction product. The product is: [NH2:1][C:2]1[C:10]2[C:5](=[N:6][CH:7]=[CH:8][C:9]=2[NH:29][C:28]2[CH:30]=[CH:31][C:25]([N+:22]([O-:24])=[O:23])=[CH:26][CH:27]=2)[S:4][C:3]=1[C:19]([NH2:20])=[O:21]. (4) Given the reactants C([O:8][C:9]1[C:17]2[C:16](=[O:18])[N:15]([CH2:19][C:20]3[CH:25]=[CH:24][C:23]([F:26])=[CH:22][CH:21]=3)[N:14]=[C:13]([NH:27][C:28](=[O:30])[CH3:29])[C:12]=2[N:11]2[CH2:31][CH2:32][N:33]([CH3:36])[C:34](=[O:35])[C:10]=12)C1C=CC=CC=1.[CH3:37][Si]([N-][Si](C)(C)C)(C)C.[Li+].IC, predict the reaction product. The product is: [F:26][C:23]1[CH:24]=[CH:25][C:20]([CH2:19][N:15]2[C:16](=[O:18])[C:17]3[C:9]([OH:8])=[C:10]4[C:34](=[O:35])[N:33]([CH3:36])[CH2:32][CH2:31][N:11]4[C:12]=3[C:13]([N:27]([CH3:37])[C:28](=[O:30])[CH3:29])=[N:14]2)=[CH:21][CH:22]=1. (5) Given the reactants [C:1]([C:3]1[C:20]([OH:21])=[C:19]([O:22]C)[CH:18]=[C:17]([C:24]#[N:25])[C:4]=1[CH2:5][C:6]1[CH:11]=[CH:10][C:9]([CH2:12][CH2:13][C:14]([OH:16])=[O:15])=[CH:8][CH:7]=1)#[N:2].CC1(C)C(C)(C)OB(CC2C=CC(CCC(O)=O)=CC=2)O1.BrC1C(C#N)=C(O)C(OC)=CC=1C#N, predict the reaction product. The product is: [C:1]([C:3]1[C:20]([OH:21])=[C:19]([OH:22])[CH:18]=[C:17]([C:24]#[N:25])[C:4]=1[CH2:5][C:6]1[CH:7]=[CH:8][C:9]([CH2:12][CH2:13][C:14]([OH:16])=[O:15])=[CH:10][CH:11]=1)#[N:2]. (6) The product is: [Cl:38][C:39]1[C:40]([C:49]([F:51])([F:50])[F:52])=[N:41][N:42]([CH2:45][C:46]([N:35]2[CH2:36][CH2:37][N:32]([C:29]3[CH:28]=[CH:27][C:26]([CH3:25])=[CH:31][CH:30]=3)[CH2:33][CH2:34]2)=[O:47])[C:43]=1[CH3:44]. Given the reactants CN(C(ON1N=NC2C=CC=NC1=2)=[N+](C)C)C.F[P-](F)(F)(F)(F)F.[CH3:25][C:26]1[CH:31]=[CH:30][C:29]([N:32]2[CH2:37][CH2:36][NH:35][CH2:34][CH2:33]2)=[CH:28][CH:27]=1.[Cl:38][C:39]1[C:40]([C:49]([F:52])([F:51])[F:50])=[N:41][N:42]([CH2:45][C:46](O)=[O:47])[C:43]=1[CH3:44], predict the reaction product.